This data is from Reaction yield outcomes from USPTO patents with 853,638 reactions. The task is: Predict the reaction yield, written as a fraction of the theoretical maximum amount of product (1.0 means a 100% yield; for example, 0.34 means a 34% yield). (1) The reactants are [C:1]([C:8]1[CH:13]=[C:12]([O:14][CH3:15])[CH:11]=[CH:10][C:9]=1[C:16](=[O:24])[CH2:17][C:18]1[CH:23]=[CH:22][CH:21]=[CH:20][CH:19]=1)#[C:2][CH2:3][CH2:4][CH2:5][CH2:6][CH3:7].C[Si]([N-][Si](C)(C)C)(C)C.[K+]. The catalyst is C1(C)C=CC=CC=1. The product is [CH3:15][O:14][C:12]1[CH:13]=[C:8]2[C:9](=[CH:10][CH:11]=1)[C:16]([OH:24])=[C:17]([C:18]1[CH:23]=[CH:22][CH:21]=[CH:20][CH:19]=1)[C:2]([CH2:3][CH2:4][CH2:5][CH2:6][CH3:7])=[CH:1]2. The yield is 0.740. (2) The reactants are [C:1]([C:3]1[CH:4]=[C:5]([S:22]([N:25](CC2C=CC(OC)=CC=2OC)[C:26]2[CH:31]=[CH:30][N:29]=[CH:28][N:27]=2)(=[O:24])=[O:23])[CH:6]=[CH:7][C:8]=1[O:9][C@H:10]1[CH2:15][CH2:14][CH2:13][CH2:12][C@@H:11]1[C:16]1[N:20]([CH3:21])[N:19]=[CH:18][CH:17]=1)#[N:2].C([SiH](CC)CC)C.FC(F)(F)C(O)=O. The catalyst is ClCCl. The yield is 0.640. The product is [C:1]([C:3]1[CH:4]=[C:5]([S:22]([NH:25][C:26]2[CH:31]=[CH:30][N:29]=[CH:28][N:27]=2)(=[O:23])=[O:24])[CH:6]=[CH:7][C:8]=1[O:9][C@H:10]1[CH2:15][CH2:14][CH2:13][CH2:12][C@@H:11]1[C:16]1[N:20]([CH3:21])[N:19]=[CH:18][CH:17]=1)#[N:2]. (3) The reactants are Cl[CH2:2][CH:3]=O.C([O:9][C:10](=[O:28])[C:11]1[C:16]([NH:17][C:18]2[CH:23]=[CH:22][C:21]([Br:24])=[CH:20][C:19]=2[Cl:25])=[C:15]([F:26])[C:14]([NH2:27])=[N:13][CH:12]=1)(C)(C)C. The catalyst is CCO. The product is [Br:24][C:21]1[CH:22]=[CH:23][C:18]([NH:17][C:16]2[C:11]([C:10]([OH:9])=[O:28])=[CH:12][N:13]3[CH:2]=[CH:3][N:27]=[C:14]3[C:15]=2[F:26])=[C:19]([Cl:25])[CH:20]=1. The yield is 0.740. (4) The reactants are Br[C:2]1[CH:7]=[CH:6][C:5]([Br:8])=[CH:4][CH:3]=1.[Li]CCCC.CON(C)[C:17]([CH:19]1[CH2:23][CH2:22][N:21]([C:24]2[N:29]=[CH:28][CH:27]=[CH:26][N:25]=2)[CH2:20]1)=[O:18].CCOC(C)=O. The catalyst is C1COCC1.O. The product is [Br:8][C:5]1[CH:6]=[CH:7][C:2]([C:17]([CH:19]2[CH2:23][CH2:22][N:21]([C:24]3[N:25]=[CH:26][CH:27]=[CH:28][N:29]=3)[CH2:20]2)=[O:18])=[CH:3][CH:4]=1. The yield is 0.640.